Dataset: Catalyst prediction with 721,799 reactions and 888 catalyst types from USPTO. Task: Predict which catalyst facilitates the given reaction. Reactant: C(OC(=O)[NH:7][C@@H:8]([C:10]1[CH:15]=[CH:14][C:13]([C:16]2[CH:21]=[CH:20][C:19]([C@H:22]3[O:26]C(C)(C)[N:24]([C:29](=[O:33])[CH:30]([Cl:32])[Cl:31])[C@@H:23]3[CH2:34][F:35])=[CH:18][CH:17]=2)=[CH:12][CH:11]=1)[CH3:9])(C)(C)C.C(O)(C(F)(F)F)=O. Product: [NH2:7][C@@H:8]([C:10]1[CH:15]=[CH:14][C:13]([C:16]2[CH:21]=[CH:20][C:19]([C@@H:22]([OH:26])[C@H:23]([NH:24][C:29](=[O:33])[CH:30]([Cl:32])[Cl:31])[CH2:34][F:35])=[CH:18][CH:17]=2)=[CH:12][CH:11]=1)[CH3:9]. The catalyst class is: 390.